From a dataset of Full USPTO retrosynthesis dataset with 1.9M reactions from patents (1976-2016). Predict the reactants needed to synthesize the given product. (1) The reactants are: [N+:1]([C:4]1[CH:5]=[N:6][CH:7]=[CH:8][C:9]=1[NH:10][CH2:11][CH:12]1[CH2:16][CH2:15][N:14]([C:17]([O:19][C:20]([CH3:23])([CH3:22])[CH3:21])=[O:18])[CH2:13]1)([O-])=O.[C:24]1([C:32]2[CH:37]=[CH:36][CH:35]=[CH:34][CH:33]=2)[CH:29]=[CH:28][C:27]([CH:30]=O)=[CH:26][CH:25]=1.S(S([O-])=O)([O-])=O.[Na+].[Na+]. Given the product [C:24]1([C:32]2[CH:33]=[CH:34][CH:35]=[CH:36][CH:37]=2)[CH:25]=[CH:26][C:27]([C:30]2[N:10]([CH2:11][CH:12]3[CH2:16][CH2:15][N:14]([C:17]([O:19][C:20]([CH3:23])([CH3:22])[CH3:21])=[O:18])[CH2:13]3)[C:9]3[CH:8]=[CH:7][N:6]=[CH:5][C:4]=3[N:1]=2)=[CH:28][CH:29]=1, predict the reactants needed to synthesize it. (2) Given the product [F:13][C:12]([F:15])([F:14])[C:8]1[CH:7]=[C:6]([CH:11]=[CH:10][CH:9]=1)[C:5]([NH:4][CH2:3][C:2]([NH:17][C@@H:18]1[CH2:22][CH2:21][N:20]([CH:23]2[CH2:24][CH2:25][N:26]([C:36]([O:37][CH2:38][C:39]3[CH:44]=[CH:43][CH:42]=[CH:41][C:40]=3[Cl:45])=[O:46])[CH2:27][CH2:28]2)[CH2:19]1)=[O:1])=[O:16], predict the reactants needed to synthesize it. The reactants are: [O:1]=[C:2]([NH:17][C@@H:18]1[CH2:22][CH2:21][N:20]([CH:23]2[CH2:28][CH2:27][NH:26][CH2:25][CH2:24]2)[CH2:19]1)[CH2:3][NH:4][C:5](=[O:16])[C:6]1[CH:11]=[CH:10][CH:9]=[C:8]([C:12]([F:15])([F:14])[F:13])[CH:7]=1.C(N(CC)CC)C.[C:36](Cl)(=[O:46])[O:37][CH2:38][C:39]1[CH:44]=[CH:43][CH:42]=[CH:41][C:40]=1[Cl:45].